From a dataset of Reaction yield outcomes from USPTO patents with 853,638 reactions. Predict the reaction yield, written as a fraction of the theoretical maximum amount of product (1.0 means a 100% yield; for example, 0.34 means a 34% yield). (1) The product is [C:11]([NH:14][C:15]1[N:16]=[C:17]([C:5]2[N:4]=[CH:3][NH:2][N:1]=2)[C:18]2[N:24]=[C:23]([C:25]3[CH:30]=[CH:29][C:28]([F:31])=[CH:27][CH:26]=3)[CH:22]=[CH:21][C:19]=2[N:20]=1)(=[O:13])[CH3:12]. The yield is 0.720. The reactants are [NH:1]1[CH:5]=[N:4][CH:3]=[N:2]1.P(Cl)(Cl)(Cl)=O.[C:11]([NH:14][C:15]1[NH:16][C:17](=O)[C:18]2[N:24]=[C:23]([C:25]3[CH:30]=[CH:29][C:28]([F:31])=[CH:27][CH:26]=3)[CH:22]=[CH:21][C:19]=2[N:20]=1)(=[O:13])[CH3:12].C(N(CC)CC)C. The catalyst is C(#N)C. (2) The reactants are [OH:1][C:2]([CH3:43])([CH3:42])[C:3]([NH:5][C:6]1[CH:7]=[C:8]([C:12]2[CH:21]=[C:20]3[C:15]([C:16]([N:36]4[CH2:41][CH2:40][O:39][CH2:38][CH2:37]4)=[N:17][C:18]([C:22]4[CH:23]=[N:24][C:25]([NH:28]C(=O)OC(C)(C)C)=[N:26][CH:27]=4)=[N:19]3)=[CH:14][CH:13]=2)[CH:9]=[CH:10][CH:11]=1)=[O:4].FC(F)(F)C(O)=O. The catalyst is CO.C(Cl)Cl. The product is [NH2:28][C:25]1[N:26]=[CH:27][C:22]([C:18]2[N:17]=[C:16]([N:36]3[CH2:41][CH2:40][O:39][CH2:38][CH2:37]3)[C:15]3[C:20](=[CH:21][C:12]([C:8]4[CH:7]=[C:6]([NH:5][C:3](=[O:4])[C:2]([OH:1])([CH3:43])[CH3:42])[CH:11]=[CH:10][CH:9]=4)=[CH:13][CH:14]=3)[N:19]=2)=[CH:23][N:24]=1. The yield is 0.140.